Dataset: Catalyst prediction with 721,799 reactions and 888 catalyst types from USPTO. Task: Predict which catalyst facilitates the given reaction. (1) Reactant: Br[CH2:2][C:3]1[C:8]([C:9]([F:12])([F:11])[F:10])=[CH:7][CH:6]=[CH:5][C:4]=1[C:13]([F:16])([F:15])[F:14].[C-:17]#[N:18].[Na+]. Product: [F:14][C:13]([F:16])([F:15])[C:4]1[CH:5]=[CH:6][CH:7]=[C:8]([C:9]([F:12])([F:11])[F:10])[C:3]=1[CH2:2][C:17]#[N:18]. The catalyst class is: 88. (2) Reactant: C([Li])CCC.[Cl:6][C:7]1[CH:12]=[CH:11][C:10]([S:13]([CH2:16][C:17]2[CH:22]=[C:21]([F:23])[CH:20]=[CH:19][C:18]=2[F:24])(=[O:15])=[O:14])=[CH:9][CH:8]=1.[C:25](Cl)(=[O:32])[C:26]1[CH:31]=[CH:30][CH:29]=[CH:28][CH:27]=1.Cl. Product: [Cl:6][C:7]1[CH:12]=[CH:11][C:10]([S:13]([CH:16]([C:17]2[CH:22]=[C:21]([F:23])[CH:20]=[CH:19][C:18]=2[F:24])[C:25]([C:26]2[CH:31]=[CH:30][CH:29]=[CH:28][CH:27]=2)=[O:32])(=[O:15])=[O:14])=[CH:9][CH:8]=1. The catalyst class is: 188.